This data is from HIV replication inhibition screening data with 41,000+ compounds from the AIDS Antiviral Screen. The task is: Binary Classification. Given a drug SMILES string, predict its activity (active/inactive) in a high-throughput screening assay against a specified biological target. (1) The drug is Cc1coc(NS(=O)(=O)c2ccc(N=Nc3c(N)n(C)c(=O)n(C)c3=O)cc2)c1C. The result is 0 (inactive). (2) The molecule is O=C(NCc1ccc(O)cc1O)c1ccccc1O. The result is 0 (inactive).